From a dataset of Full USPTO retrosynthesis dataset with 1.9M reactions from patents (1976-2016). Predict the reactants needed to synthesize the given product. (1) Given the product [F:1][C:2]([F:33])([F:32])[C:3]1[CH:4]=[C:5]([CH:25]=[C:26]([C:28]([F:31])([F:30])[F:29])[CH:27]=1)[CH2:6][N:7]1[C@H:11]([CH3:12])[C@@H:10]([C:13]2[CH:18]=[C:17]([C:19]([F:22])([F:21])[F:20])[CH:16]=[CH:15][C:14]=2[C:41]2[CH:42]=[C:37]([CH:34]([CH3:36])[CH3:35])[CH:38]=[CH:39][C:40]=2[O:46][CH3:47])[O:9][C:8]1=[O:24], predict the reactants needed to synthesize it. The reactants are: [F:1][C:2]([F:33])([F:32])[C:3]1[CH:4]=[C:5]([CH:25]=[C:26]([C:28]([F:31])([F:30])[F:29])[CH:27]=1)[CH2:6][N:7]1[C@H:11]([CH3:12])[C@@H:10]([C:13]2[CH:18]=[C:17]([C:19]([F:22])([F:21])[F:20])[CH:16]=[CH:15][C:14]=2I)[O:9][C:8]1=[O:24].[CH:34]([C:37]1[CH:38]=[CH:39][C:40]([O:46][CH3:47])=[C:41](B(O)O)[CH:42]=1)([CH3:36])[CH3:35]. (2) Given the product [OH:7][CH2:8][CH2:9][CH2:10][CH2:11][O:12][C:13]1[CH:14]=[CH:15][C:16]2[CH2:22][CH2:21][CH2:20][C:19](=[O:23])[NH:18][C:17]=2[N:24]=1, predict the reactants needed to synthesize it. The reactants are: O1CCCCC1[O:7][CH2:8][CH2:9][CH2:10][CH2:11][O:12][C:13]1[CH:14]=[CH:15][C:16]2[CH2:22][CH2:21][CH2:20][C:19](=[O:23])[NH:18][C:17]=2[N:24]=1.Cl.C([O-])(O)=O.[Na+]. (3) Given the product [F:1][C:2]1[CH:3]=[CH:4][C:5]([O:11][CH2:7][C:6]2[CH:10]=[CH:2][CH:3]=[CH:4][CH:5]=2)=[C:6]([CH:10]=1)[C:7]([O:9][CH2:19][C:20]1[CH:25]=[CH:24][CH:23]=[CH:22][CH:21]=1)=[O:8], predict the reactants needed to synthesize it. The reactants are: [F:1][C:2]1[CH:3]=[CH:4][C:5]([OH:11])=[C:6]([CH:10]=1)[C:7]([OH:9])=[O:8].C(=O)([O-])[O-].[K+].[K+].Br[CH2:19][C:20]1[CH:25]=[CH:24][CH:23]=[CH:22][CH:21]=1. (4) The reactants are: [CH3:1][O:2][C:3]1[CH:4]=[C:5]([C:9]([CH3:15])([CH3:14])[CH2:10][C:11]([OH:13])=[O:12])[CH:6]=[CH:7][CH:8]=1.[C:16](=O)(O)[O-].[Na+]. Given the product [CH3:1][O:2][C:3]1[CH:4]=[C:5]([C:9]([CH3:15])([CH3:14])[CH2:10][C:11]([O:13][CH3:16])=[O:12])[CH:6]=[CH:7][CH:8]=1, predict the reactants needed to synthesize it. (5) Given the product [CH2:20]([CH:24]1[O:28][C:27](=[O:29])[NH:26][C:25]1=[O:30])[CH2:21][CH2:22][CH3:23], predict the reactants needed to synthesize it. The reactants are: C(=O)(OC)OC.C[O-].[Na+].OC(CCCC)C(N)=O.[Na].[CH2:20]([CH:24]1[O:28][C:27](=[O:29])[NH:26][C:25]1=[O:30])[CH2:21][CH2:22][CH3:23]. (6) Given the product [CH3:1][CH2:2][CH2:3][CH2:4][C:5]1[N:9]([CH2:10][C:11]2[CH:16]=[CH:15][C:14]([C:17]3[CH:18]=[CH:19][CH:20]=[CH:21][C:22]=3[C:23]3[N:27]=[N:26][N-:25][N:24]=3)=[CH:13][CH:12]=2)[C:8]([CH2:28][OH:29])=[C:7]([Cl:30])[N:6]=1.[K+:32], predict the reactants needed to synthesize it. The reactants are: [CH3:1][CH2:2][CH2:3][CH2:4][C:5]1[N:9]([CH2:10][C:11]2[CH:12]=[CH:13][C:14]([C:17]3[CH:18]=[CH:19][CH:20]=[CH:21][C:22]=3[C:23]3[N:27]=[N:26][NH:25][N:24]=3)=[CH:15][CH:16]=2)[C:8]([CH2:28][OH:29])=[C:7]([Cl:30])[N:6]=1.[OH-].[K+:32].O. (7) Given the product [CH:1]1([CH2:4][N:5]2[CH2:14][CH2:13][C:12]3[C:7](=[CH:8][C:9]([C:16]([F:19])([F:17])[F:18])=[CH:10][C:11]=3[NH:15][CH2:22][C:21]([OH:25])=[O:24])[CH2:6]2)[CH2:3][CH2:2]1, predict the reactants needed to synthesize it. The reactants are: [CH:1]1([CH2:4][N:5]2[CH2:14][CH2:13][C:12]3[C:11]([NH2:15])=[CH:10][C:9]([C:16]([F:19])([F:18])[F:17])=[CH:8][C:7]=3[CH2:6]2)[CH2:3][CH2:2]1.O.[C:21]([OH:25])(=[O:24])[CH:22]=O.[BH3-]C#N.[Na+].O. (8) Given the product [Cl:15]/[C:16](/[C:25]([F:28])([F:27])[F:26])=[CH:17]\[CH:18]1[CH:20]([CH2:21][NH:29][CH:30]([C:33]2[CH:38]=[CH:37][CH:36]=[C:35]([O:39][C:40]3[CH:45]=[CH:44][CH:43]=[CH:42][CH:41]=3)[CH:34]=2)[C:31]#[N:32])[C:19]1([CH3:24])[CH3:23], predict the reactants needed to synthesize it. The reactants are: C(O[BH-](OC(=O)C)OC(=O)C)(=O)C.[Na+].[Cl:15]/[C:16](/[C:25]([F:28])([F:27])[F:26])=[CH:17]\[CH:18]1[CH:20]([CH:21]=O)[C:19]1([CH3:24])[CH3:23].[NH2:29][CH:30]([C:33]1[CH:38]=[CH:37][CH:36]=[C:35]([O:39][C:40]2[CH:45]=[CH:44][CH:43]=[CH:42][CH:41]=2)[CH:34]=1)[C:31]#[N:32].